From a dataset of Peptide-MHC class I binding affinity with 185,985 pairs from IEDB/IMGT. Regression. Given a peptide amino acid sequence and an MHC pseudo amino acid sequence, predict their binding affinity value. This is MHC class I binding data. The peptide sequence is HMMAVTLFY. The MHC is SLA-10401 with pseudo-sequence YYAMYRENVETTYVGTLYLSYRDYTWAERSYLSY. The binding affinity (normalized) is 0.390.